Dataset: Forward reaction prediction with 1.9M reactions from USPTO patents (1976-2016). Task: Predict the product of the given reaction. (1) Given the reactants [O:1]=[C:2]1[NH:6][C:5]([CH2:18][S:19](Cl)(=[O:21])=[O:20])([CH2:7][N:8]2[C:12](=[O:13])[C:11]([CH3:15])([CH3:14])[N:10]([CH3:16])[C:9]2=[O:17])[C:4](=[O:23])[NH:3]1.[Cl:24][C:25]1[CH:26]=[CH:27][C:28]([O:31][CH:32]2[CH2:37][CH2:36][NH:35][CH2:34][CH2:33]2)=[N:29][CH:30]=1, predict the reaction product. The product is: [Cl:24][C:25]1[CH:26]=[CH:27][C:28]([O:31][CH:32]2[CH2:37][CH2:36][N:35]([S:19]([CH2:18][C:5]3([CH2:7][N:8]4[C:12](=[O:13])[C:11]([CH3:15])([CH3:14])[N:10]([CH3:16])[C:9]4=[O:17])[NH:6][C:2](=[O:1])[NH:3][C:4]3=[O:23])(=[O:21])=[O:20])[CH2:34][CH2:33]2)=[N:29][CH:30]=1. (2) Given the reactants [NH:1]1[CH:5]=[CH:4][N:3]=[CH:2]1.C([O-])([O-])=O.[Cs+].[Cs+].Br[CH2:13][C:14]1[CH:15]=[C:16]([C:20](=[O:22])[CH3:21])[CH:17]=[CH:18][CH:19]=1, predict the reaction product. The product is: [N:1]1([CH2:13][C:14]2[CH:15]=[C:16]([C:20](=[O:22])[CH3:21])[CH:17]=[CH:18][CH:19]=2)[CH:5]=[CH:4][N:3]=[CH:2]1. (3) Given the reactants [NH2:1][C:2]1[N:6]([CH3:7])[C:5]([CH:8]([CH3:10])[CH3:9])=[N:4][C:3]=1[C:11]([C:13]1[CH:18]=[CH:17][C:16]([CH3:19])=[CH:15][CH:14]=1)=O.O=[C:21]([CH3:32])[CH2:22][CH:23]([CH2:29][CH2:30][CH3:31])[C:24]([O:26][CH2:27][CH3:28])=[O:25].C[Si](Cl)(C)C.O, predict the reaction product. The product is: [CH3:7][N:6]1[C:2]2=[N:1][C:21]([CH3:32])=[C:22]([CH:23]([CH2:29][CH2:30][CH3:31])[C:24]([O:26][CH2:27][CH3:28])=[O:25])[C:11]([C:13]3[CH:18]=[CH:17][C:16]([CH3:19])=[CH:15][CH:14]=3)=[C:3]2[N:4]=[C:5]1[CH:8]([CH3:10])[CH3:9].